Dataset: Forward reaction prediction with 1.9M reactions from USPTO patents (1976-2016). Task: Predict the product of the given reaction. Given the reactants [CH2:1]([C:3]1[N:4]([C:28]2[CH:33]=[CH:32][C:31]([OH:34])=[CH:30][CH:29]=2)[C:5](=[O:27])[C:6]([CH2:12][C:13]2[CH:18]=[CH:17][C:16]([C:19]3[C:20]([C:25]#[N:26])=[CH:21][CH:22]=[CH:23][CH:24]=3)=[CH:15][CH:14]=2)=[C:7]([CH2:9][CH2:10][CH3:11])[N:8]=1)[CH3:2].C1(P([C:48]2[CH:53]=CC=CC=2)C2C=CC=CC=2)C=CC=CC=1.[N:55]([C:56]([O:58]C(C)C)=[O:57])=[N:55][C:56]([O:58]C(C)C)=[O:57].[O:68]1[CH2:72][CH2:71][CH2:70][CH2:69]1, predict the reaction product. The product is: [CH2:1]([C:3]1[N:4]([C:28]2[CH:33]=[CH:32][C:31]([O:34][CH2:69][CH:70]3[CH2:48][CH2:53][O:68][CH2:72][CH2:71]3)=[CH:30][CH:29]=2)[C:5](=[O:27])[C:6]([CH2:12][C:13]2[CH:18]=[CH:17][C:16]([C:19]3[CH:24]=[CH:23][CH:22]=[CH:21][C:20]=3[C:25]3[NH:55][C:56](=[O:57])[O:58][N:26]=3)=[CH:15][CH:14]=2)=[C:7]([CH2:9][CH2:10][CH3:11])[N:8]=1)[CH3:2].